Dataset: Reaction yield outcomes from USPTO patents with 853,638 reactions. Task: Predict the reaction yield, written as a fraction of the theoretical maximum amount of product (1.0 means a 100% yield; for example, 0.34 means a 34% yield). (1) The reactants are C([Li])(CC)C.Br[C:7]1[CH:12]=[CH:11][C:10]([O:13][CH2:14][C:15]2[CH:20]=[CH:19][CH:18]=[CH:17][CH:16]=2)=[CH:9][CH:8]=1.[CH3:21][C:22]([CH3:33])([C:28](OCC)=[O:29])[C:23]([O:25][CH2:26][CH3:27])=[O:24]. The catalyst is C1COCC1. The product is [CH2:26]([O:25][C:23](=[O:24])[C:22]([CH3:33])([CH3:21])[C:28]([C:7]1[CH:12]=[CH:11][C:10]([O:13][CH2:14][C:15]2[CH:20]=[CH:19][CH:18]=[CH:17][CH:16]=2)=[CH:9][CH:8]=1)=[O:29])[CH3:27]. The yield is 0.500. (2) The reactants are [I:1][C:2]1[CH:21]=[CH:20][C:5]([CH2:6][NH:7][CH2:8][CH2:9][C:10]2[CH:15]=[CH:14][C:13]([S:16]([NH2:19])(=[O:18])=[O:17])=[CH:12][CH:11]=2)=[CH:4][CH:3]=1.CC(O)=O.[CH:26]([C:28]1[N:29]([CH2:33][C:34]([O:36][C:37]([CH3:40])([CH3:39])[CH3:38])=[O:35])[CH:30]=[CH:31][N:32]=1)=O.[BH-](OC(C)=O)(OC(C)=O)OC(C)=O.[Na+]. The catalyst is ClCCCl.O. The product is [I:1][C:2]1[CH:3]=[CH:4][C:5]([CH2:6][N:7]([CH2:26][C:28]2[N:29]([CH2:33][C:34]([O:36][C:37]([CH3:40])([CH3:39])[CH3:38])=[O:35])[CH:30]=[CH:31][N:32]=2)[CH2:8][CH2:9][C:10]2[CH:15]=[CH:14][C:13]([S:16](=[O:17])(=[O:18])[NH2:19])=[CH:12][CH:11]=2)=[CH:20][CH:21]=1. The yield is 0.910. (3) The reactants are [C:1]([CH2:6][C:7]([O:9][CH3:10])=[O:8])(=[O:5])[CH:2]([CH3:4])[CH3:3].C[O-].[Na+].CO.[Cl:16][C:17]1[CH:22]=[CH:21][CH:20]=[C:19]([Cl:23])[C:18]=1[CH2:24][C:25](Cl)=[N:26]O. The catalyst is O1CCCC1. The product is [Cl:16][C:17]1[CH:22]=[CH:21][CH:20]=[C:19]([Cl:23])[C:18]=1[CH2:24][C:25]1[C:6]([C:7]([O:9][CH3:10])=[O:8])=[C:1]([CH:2]([CH3:4])[CH3:3])[O:5][N:26]=1. The yield is 0.300. (4) The reactants are [Br:1][C:2]1[CH:7]=[CH:6][C:5]([CH2:8][C:9]([OH:11])=[O:10])=[CH:4][C:3]=1[F:12].[CH3:13]O.S(Cl)(Cl)=O. No catalyst specified. The product is [Br:1][C:2]1[CH:7]=[CH:6][C:5]([CH2:8][C:9]([O:11][CH3:13])=[O:10])=[CH:4][C:3]=1[F:12]. The yield is 0.830. (5) The reactants are O[C:2]1[C:7]([C:8]([O:10][CH2:11][CH3:12])=[O:9])=[CH:6][N:5]=[C:4]2[N:13]([C:17]3[CH:22]=[CH:21][CH:20]=[CH:19][N:18]=3)[N:14]=[C:15]([CH3:16])[C:3]=12.P(Cl)(Cl)([Cl:25])=O. No catalyst specified. The product is [Cl:25][C:2]1[C:7]([C:8]([O:10][CH2:11][CH3:12])=[O:9])=[CH:6][N:5]=[C:4]2[N:13]([C:17]3[CH:22]=[CH:21][CH:20]=[CH:19][N:18]=3)[N:14]=[C:15]([CH3:16])[C:3]=12. The yield is 0.540. (6) The reactants are [H-].[Na+].[Cl:3][C:4]1[CH:9]=[C:8]([N:10]2[CH2:15][CH2:14][N:13]([C:16]([C:18]3[CH:23]=[C:22]([S:24]([CH3:27])(=[O:26])=[O:25])[CH:21]=[CH:20][C:19]=3[C:28]3[CH:33]=[CH:32][CH:31]=[CH:30][CH:29]=3)=[O:17])[CH2:12][CH2:11]2)[CH:7]=[C:6]([Cl:34])[C:5]=1[OH:35].[Br:36][CH2:37][CH2:38][CH2:39][CH2:40]Br. The catalyst is CN(C)C=O.C(OCC)C. The product is [Br:36][CH2:37][CH2:38][CH2:39][CH2:40][O:35][C:5]1[C:4]([Cl:3])=[CH:9][C:8]([N:10]2[CH2:11][CH2:12][N:13]([C:16]([C:18]3[CH:23]=[C:22]([S:24]([CH3:27])(=[O:26])=[O:25])[CH:21]=[CH:20][C:19]=3[C:28]3[CH:33]=[CH:32][CH:31]=[CH:30][CH:29]=3)=[O:17])[CH2:14][CH2:15]2)=[CH:7][C:6]=1[Cl:34]. The yield is 0.690.